From a dataset of Forward reaction prediction with 1.9M reactions from USPTO patents (1976-2016). Predict the product of the given reaction. (1) Given the reactants CC1C=CC(S(O[CH2:12][C:13](F)([F:15])[F:14])(=O)=O)=CC=1.[Li]CCCC.C(B([CH2:27][CH3:28])CC)C.Cl[C:30]([C:32]1[C:33]([CH3:43])=[CH:34][C:35]([CH3:42])=[C:36]([CH:41]=1)[C:37]([O:39][CH3:40])=[O:38])=[O:31].OP(O)(O)=O, predict the reaction product. The product is: [F:14][C:13]([F:15])=[C:12]([CH2:27][CH3:28])[C:30]([C:32]1[C:33]([CH3:43])=[CH:34][C:35]([CH3:42])=[C:36]([CH:41]=1)[C:37]([O:39][CH3:40])=[O:38])=[O:31]. (2) Given the reactants [CH3:1][O:2][C:3]1[CH:20]=[CH:19][C:6]([C:7]([C:9]2[CH:17]=[C:16]([CH3:18])[CH:15]=[CH:14][C:10]=2[C:11](O)=[O:12])=O)=[CH:5][CH:4]=1.O.[NH2:22][NH2:23], predict the reaction product. The product is: [CH3:1][O:2][C:3]1[CH:20]=[CH:19][C:6]([C:7]2[C:9]3[C:10](=[CH:14][CH:15]=[C:16]([CH3:18])[CH:17]=3)[C:11](=[O:12])[NH:23][N:22]=2)=[CH:5][CH:4]=1. (3) The product is: [OH:21][CH2:20][C:19]([C:16]1[CH:17]=[CH:18][C:13]([C:12]([NH:11][C:9]2[S:8][C:6]3[C:5]([N:10]=2)=[CH:4][CH:3]=[C:2]([C:31]2[CH:30]=[CH:29][N:28]=[CH:27][C:26]=2[CH3:25])[N:7]=3)=[O:24])=[CH:14][CH:15]=1)([CH3:23])[CH3:22]. Given the reactants Br[C:2]1[N:7]=[C:6]2[S:8][C:9]([NH:11][C:12](=[O:24])[C:13]3[CH:18]=[CH:17][C:16]([C:19]([CH3:23])([CH3:22])[CH2:20][OH:21])=[CH:15][CH:14]=3)=[N:10][C:5]2=[CH:4][CH:3]=1.[CH3:25][C:26]1[CH:27]=[N:28][CH:29]=[CH:30][C:31]=1B(O)O, predict the reaction product. (4) Given the reactants C([C:4]1[CH:5]=[C:6]([C:22]([NH:24][CH2:25][C:26]2[CH:31]=[CH:30][C:29]([S:32]([CH3:35])(=[O:34])=[O:33])=[CH:28][CH:27]=2)=[O:23])[C:7](=[O:21])[N:8]([C:11]2[CH:16]=[CH:15][CH:14]=[C:13]([C:17]([F:20])([F:19])[F:18])[CH:12]=2)[C:9]=1[CH3:10])(=O)C.Cl.NO.[CH2:39]([N:41](CC)CC)[CH3:40].[O:46]1CCCC1, predict the reaction product. The product is: [OH:46]/[N:41]=[C:39](/[C:5]1[CH:4]=[C:9]([CH3:10])[N:8]([C:11]2[CH:16]=[CH:15][CH:14]=[C:13]([C:17]([F:19])([F:18])[F:20])[CH:12]=2)[C:7](=[O:21])[C:6]=1[C:22]([NH:24][CH2:25][C:26]1[CH:27]=[CH:28][C:29]([S:32]([CH3:35])(=[O:33])=[O:34])=[CH:30][CH:31]=1)=[O:23])\[CH3:40]. (5) Given the reactants [CH2:1]([O:3][C:4](=[O:12])/[CH:5]=[CH:6]/[CH:7]1[CH2:11][CH2:10][CH2:9][CH2:8]1)[CH3:2].[Br:13]Br.C(N(CC)CC)C, predict the reaction product. The product is: [CH2:1]([O:3][C:4](=[O:12])/[C:5](/[Br:13])=[CH:6]/[CH:7]1[CH2:11][CH2:10][CH2:9][CH2:8]1)[CH3:2].